The task is: Predict the product of the given reaction.. This data is from Forward reaction prediction with 1.9M reactions from USPTO patents (1976-2016). (1) Given the reactants [CH3:1][C:2]1[NH:3][C:4]2[C:9]([C:10]=1[CH3:11])=[CH:8][C:7]([C:12]([O:14][CH2:15][CH3:16])=[O:13])=[CH:6][CH:5]=2.Br[CH2:18][C:19]1[CH:24]=[CH:23][C:22]([C:25]2[C:26]([S:31]([NH:34][C:35]([CH3:38])([CH3:37])[CH3:36])(=[O:33])=[O:32])=[CH:27][CH:28]=[CH:29][CH:30]=2)=[CH:21][CH:20]=1, predict the reaction product. The product is: [C:35]([NH:34][S:31]([C:26]1[CH:27]=[CH:28][CH:29]=[CH:30][C:25]=1[C:22]1[CH:23]=[CH:24][C:19]([CH2:18][N:3]2[C:4]3[C:9](=[CH:8][C:7]([C:12]([O:14][CH2:15][CH3:16])=[O:13])=[CH:6][CH:5]=3)[C:10]([CH3:11])=[C:2]2[CH3:1])=[CH:20][CH:21]=1)(=[O:33])=[O:32])([CH3:38])([CH3:37])[CH3:36]. (2) Given the reactants [Cl:1][C:2]1[CH:32]=[CH:31][CH:30]=[C:29]([Cl:33])[C:3]=1[CH2:4][O:5][C:6]1[C:7]([NH2:28])=[N:8][CH:9]=[C:10]([C:12]2[CH:13]=[C:14]3[C:18](=[CH:19][CH:20]=2)[NH:17][CH:16]=[C:15]3[C:21]2[CH2:22][CH2:23][N:24]([CH3:27])[CH2:25][CH:26]=2)[CH:11]=1, predict the reaction product. The product is: [Cl:1][C:2]1[CH:32]=[CH:31][CH:30]=[C:29]([Cl:33])[C:3]=1[CH2:4][O:5][C:6]1[C:7]([NH2:28])=[N:8][CH:9]=[C:10]([C:12]2[CH:13]=[C:14]3[C:18](=[CH:19][CH:20]=2)[NH:17][CH:16]=[C:15]3[CH:21]2[CH2:26][CH2:25][N:24]([CH3:27])[CH2:23][CH2:22]2)[CH:11]=1. (3) Given the reactants [CH3:1][O:2][C:3](=[O:12])[C:4]1[CH:9]=[CH:8][C:7]([CH3:10])=[N:6][C:5]=1Cl.C([O-])([O-])=O.[Cs+].[Cs+].[CH3:19][CH:20]([SH:22])[CH3:21], predict the reaction product. The product is: [CH3:1][O:2][C:3](=[O:12])[C:4]1[CH:9]=[CH:8][C:7]([CH3:10])=[N:6][C:5]=1[S:22][CH:20]([CH3:21])[CH3:19].